This data is from Forward reaction prediction with 1.9M reactions from USPTO patents (1976-2016). The task is: Predict the product of the given reaction. The product is: [CH3:1][O:2][C:3]([C:5]1[S:9][C:8]([N:10]2[CH2:11][CH2:12][N:13]([S:22]([C:19]3[CH:18]=[CH:17][C:16]([C:26]4[CH:31]=[CH:30][CH:29]=[CH:28][CH:27]=4)=[CH:21][CH:20]=3)(=[O:24])=[O:23])[CH2:14][CH2:15]2)=[N:7][CH:6]=1)=[O:4]. Given the reactants [CH3:1][O:2][C:3]([C:5]1[S:9][C:8]([N:10]2[CH2:15][CH2:14][NH:13][CH2:12][CH2:11]2)=[N:7][CH:6]=1)=[O:4].[C:16]1([C:26]2[CH:31]=[CH:30][CH:29]=[CH:28][CH:27]=2)[CH:21]=[CH:20][C:19]([S:22](Cl)(=[O:24])=[O:23])=[CH:18][CH:17]=1.C(N(CC)CC)C.O, predict the reaction product.